This data is from Forward reaction prediction with 1.9M reactions from USPTO patents (1976-2016). The task is: Predict the product of the given reaction. (1) Given the reactants C([O:3][C:4](=[O:24])[CH2:5][CH:6]([C:8]1[CH:13]=[CH:12][C:11]([O:14][C:15]([C:18]([O:20][CH2:21][CH3:22])=[O:19])([CH3:17])[CH3:16])=[C:10]([CH3:23])[CH:9]=1)[CH3:7])C.[Li+].[OH-].Cl, predict the reaction product. The product is: [CH2:21]([O:20][C:18]([C:15]([CH3:16])([O:14][C:11]1[CH:12]=[CH:13][C:8]([CH:6]([CH3:7])[CH2:5][C:4]([OH:24])=[O:3])=[CH:9][C:10]=1[CH3:23])[CH3:17])=[O:19])[CH3:22]. (2) The product is: [NH2:1][CH2:4][C@@H:5]1[O:9][C:8](=[O:10])[N:7]([C:11]2[CH:16]=[CH:15][C:14]([I:17])=[CH:13][CH:12]=2)[CH2:6]1. Given the reactants [N:1]([CH2:4][C@@H:5]1[O:9][C:8](=[O:10])[N:7]([C:11]2[CH:16]=[CH:15][C:14]([I:17])=[CH:13][CH:12]=2)[CH2:6]1)=[N+]=[N-].C1(P(C2C=CC=CC=2)C2C=CC=CC=2)C=CC=CC=1, predict the reaction product. (3) Given the reactants Cl[C:2]1[CH:7]=[C:6]([C:8]#[N:9])[CH:5]=[CH:4][N:3]=1.Cl.[C:11]([O:15][C:16](=[O:20])[CH2:17][CH2:18][NH2:19])([CH3:14])([CH3:13])[CH3:12].CCN(C(C)C)C(C)C, predict the reaction product. The product is: [C:8]([C:6]1[CH:5]=[CH:4][N:3]=[C:2]([NH:19][CH2:18][CH2:17][C:16]([O:15][C:11]([CH3:14])([CH3:13])[CH3:12])=[O:20])[CH:7]=1)#[N:9].